This data is from Catalyst prediction with 721,799 reactions and 888 catalyst types from USPTO. The task is: Predict which catalyst facilitates the given reaction. (1) Reactant: [CH2:1]([C:8]1[CH:16]=[CH:15][C:11]2[CH:12]=[CH:13][O:14][C:10]=2[CH:9]=1)[C:2]1[CH:7]=[CH:6][CH:5]=[CH:4][CH:3]=1.C([Li])CCC.[B:22](OC(C)C)([O:27]C(C)C)[O:23]C(C)C. Product: [CH2:1]([C:8]1[CH:16]=[CH:15][C:11]2[CH:12]=[C:13]([B:22]([OH:27])[OH:23])[O:14][C:10]=2[CH:9]=1)[C:2]1[CH:3]=[CH:4][CH:5]=[CH:6][CH:7]=1. The catalyst class is: 1. (2) Reactant: Cl[CH2:2][C:3]1[NH:4][C:5]2[CH:11]=[CH:10][CH:9]=[CH:8][C:6]=2[N:7]=1.[CH2:12]([NH2:17])[CH2:13][CH:14]([CH3:16])[CH3:15]. Product: [N:7]1[C:6]2[CH:8]=[CH:9][CH:10]=[CH:11][C:5]=2[NH:4][C:3]=1[CH2:2][NH:17][CH2:12][CH2:13][CH:14]([CH3:16])[CH3:15]. The catalyst class is: 60. (3) Reactant: [C:1]([O:5][C:6](=[O:17])[CH2:7][C@H:8]1[CH2:13][CH2:12][C@H:11]([C:14](O)=[O:15])[CH2:10][CH2:9]1)([CH3:4])([CH3:3])[CH3:2]. Product: [OH:15][CH2:14][C@H:11]1[CH2:12][CH2:13][C@H:8]([CH2:7][C:6]([O:5][C:1]([CH3:4])([CH3:3])[CH3:2])=[O:17])[CH2:9][CH2:10]1. The catalyst class is: 1.